The task is: Predict the reactants needed to synthesize the given product.. This data is from Full USPTO retrosynthesis dataset with 1.9M reactions from patents (1976-2016). Given the product [CH2:16]([C:5]1[C:4]2[C:9](=[CH:10][C:11]([O:12][CH3:13])=[C:2](/[C:35](/[CH3:36])=[CH:29]\[CH2:30][OH:31])[CH:3]=2)[O:8][C:7]([CH3:15])([CH3:14])[CH:6]=1)[CH3:17], predict the reactants needed to synthesize it. The reactants are: Br[C:2]1[CH:3]=[C:4]2[C:9](=[CH:10][C:11]=1[O:12][CH3:13])[O:8][C:7]([CH3:15])([CH3:14])[CH:6]=[C:5]2[CH2:16][CH3:17].B1(B2[O:31][C:30](C)(C)[C:29]([CH3:35])(C)O2)O[C:29](C)([CH3:35])[C:30](C)(C)[O:31]1.[C:36]([O-])(=O)C.[K+].C(=O)([O-])[O-].[Na+].[Na+].